From a dataset of Forward reaction prediction with 1.9M reactions from USPTO patents (1976-2016). Predict the product of the given reaction. (1) Given the reactants [F:1][C:2]([F:31])([F:30])[CH2:3][NH:4][C:5]([C:7]1([CH2:20][CH2:21][CH2:22][CH2:23][N:24]2[CH2:29][CH2:28][NH:27][CH2:26][CH2:25]2)[C:19]2[CH:18]=[CH:17][CH:16]=[CH:15][C:14]=2[C:13]2[C:8]1=[CH:9][CH:10]=[CH:11][CH:12]=2)=[O:6].[C:32]1([C:38]2([C:43](O)=[O:44])[CH2:42][CH2:41][CH2:40][CH2:39]2)[CH:37]=[CH:36][CH:35]=[CH:34][CH:33]=1, predict the reaction product. The product is: [F:31][C:2]([F:30])([F:1])[CH2:3][NH:4][C:5]([C:7]1([CH2:20][CH2:21][CH2:22][CH2:23][N:24]2[CH2:25][CH2:26][N:27]([C:43]([C:38]3([C:32]4[CH:37]=[CH:36][CH:35]=[CH:34][CH:33]=4)[CH2:42][CH2:41][CH2:40][CH2:39]3)=[O:44])[CH2:28][CH2:29]2)[C:8]2[CH:9]=[CH:10][CH:11]=[CH:12][C:13]=2[C:14]2[C:19]1=[CH:18][CH:17]=[CH:16][CH:15]=2)=[O:6]. (2) Given the reactants [CH3:1][O:2][C:3]1[C:8]2[N:9]=[C:10]([NH2:12])[S:11][C:7]=2[C:6]([N:13]2[CH2:18][CH2:17][O:16][CH2:15][CH2:14]2)=[CH:5][CH:4]=1.[C:19](Cl)(=[O:22])[CH2:20][CH3:21], predict the reaction product. The product is: [CH3:1][O:2][C:3]1[C:8]2[N:9]=[C:10]([NH:12][C:19](=[O:22])[CH2:20][CH3:21])[S:11][C:7]=2[C:6]([N:13]2[CH2:18][CH2:17][O:16][CH2:15][CH2:14]2)=[CH:5][CH:4]=1.